This data is from Drug-target binding data from BindingDB using IC50 measurements. The task is: Regression. Given a target protein amino acid sequence and a drug SMILES string, predict the binding affinity score between them. We predict pIC50 (pIC50 = -log10(IC50 in M); higher means more potent). Dataset: bindingdb_ic50. (1) The compound is CCc1cccc(-c2ccc(N(CC(=O)N3CC[C@H](N)C3)C(=O)/C=C/c3ccccc3)cc2)c1. The target protein sequence is MSGYQQGGGHYNDGYGHQEHGDSFYQDEHGQAYYDHDYGDGYYDRSGYYGPDSNHNQQEGGYYDAGQPHDDYYGDHYYDQGNGQQGYDNRGRRRGDSEEDSETFSDFTMRSETARAADMDYYGRGDERYNSYADSQYGGRGYGYRPPSSQISYGANRSSGASTPVYGMDYGNALPAGQRSREPYPAWASDGQVPVSKEEIEDIFLDLVNKFGFQRDSMRNMYDHLMTMLDSRASRMTPNQALLSLHADYIGGDNANYRRWYFAAHLDLDDAVGFANMKLGKADRKTRKARKAAKKAAQQNPENVEETLEALEGDNSLEAAEYRWKTRMNKMSQHDRVRQLALFLLCWGEANQVRFLPECLCFIFKCADDYYNSPECQNRVEPVEEFTYLNEIITPLYQYCRDQGYEIVDGKYVRRERDHNQIIGYDDMNQLFWYPEGIERIALEDKTRLVDIPPAERWTKLKDVVWKKAFFKTYKETRSWFHMITNFNRIWVIHLGAFWF.... The pIC50 is 4.6. (2) The compound is CC[C@H](C)[C@H](N)C(=O)N[C@@H](CCCCN)C(=O)N[C@@H](CS)C(=O)N[C@@H](CC(N)=O)C(=O)N[C@@H](CS)C(=O)N[C@@H](CCCCN)C(=O)N[C@@H](CCCNC(=N)N)C(=O)N[C@@H](Cc1cnc[nH]1)C(=O)N[C@H](C(=O)N[C@H](C(=O)N[C@@H](CCCCN)C(=O)N1CCC[C@H]1C(=O)N[C@@H](Cc1cnc[nH]1)C(=O)N[C@H](C(=O)N[C@@H](CS)C(=O)N[C@@H](CCCNC(=N)N)C(=O)N[C@@H](CCCCN)C(=O)N[C@H](C(=O)N[C@@H](CS)C(=O)NCC(=O)N[C@@H](CCCCN)C(=O)N[C@@H](CC(N)=O)C(N)=O)[C@@H](C)CC)[C@@H](C)CC)[C@@H](C)CC)C(C)C. The target protein (P12319) has sequence MAPAMESPTLLCVALLFFAPDGVLAVPQKPKVSLNPPWNRIFKGENVTLTCNGNNFFEVSSTKWFHNGSLSEETNSSLNIVNAKFEDSGEYKCQHQQVNESEPVYLEVFSDWLLLQASAEVVMEGQPLFLRCHGWRNWDVYKVIYYKDGEALKYWYENHNISITNATVEDSGTYYCTGKVWQLDYESEPLNITVIKAPREKYWLQFFIPLLVVILFAVDTGLFISTQQQVTFLLKIKRTRKGFRLLNPHPKPNPKNN. The pIC50 is 3.9. (3) The compound is CCCCCCCc1ccc(NC(P(=O)(O)O)P(=O)(O)O)cc1. The target protein sequence is MAHMERFQKVYEEVQEFLLGDAEKRFEMDVHRKGYLKSMMDTTCLGGKYNRGLCVVDVAEAMAKDTKMDAAAMERVLHDACVCGWMIEMLQAHFLVEDDIMDHSKTRRGKPCWYLHPGVTTQVAINDGLILLAWATQMALHYFADRPFLAEVLRVFHDVDLTTTIGQLYDVTSMVDSAKLDANVAHANTTDYIEYTPFNHRRIVVYKTAYYTYWLPLVMGLLVSGTVEKVDKEATHKVAMVMGEYFQVQDDVMDCFTPPEKLGKIGTDIEDAKCSWLAVTFLTTAPAEKVAEFKANYGSTDPAKVAVIKQLYTEQNLLARFEEYEKAVVAEIEQLIAALEAQNTAFAASVKVLWSKTYKRQK. The pIC50 is 4.0. (4) The compound is CCNC(=O)c1cnc(N2CCN(C3CCN(Cc4ccc(Cl)cc4)CC3)[C@@H](CC)C2)c(Cl)c1. The pIC50 is 8.9. The target protein (Q9JII9) has sequence MYLEVSERQVLDASDIAFLLENSTSPYDYGENESDFSDSPPCPQDFSLNFDRTFLPVLYSLLFLLGLLGNGAVAAVLLSQRTALSSTDTFLLHLAVADVLLVLTLPLWAVDAAAQWVFGSGLCKVAGALFNINFYAGAFLLACISFDRYLSIVHATQIYRRDPWVRVALTCIVVWGLCVLFALPDFIFLSASHDQRLNATHCQYNFPQVGRTALRVLQLVAGFLMPLLVMAYCYAHILAVLLVSRGQRRFRAMRLVVVVVVAFAVCWTPYHLVVLVDILMDVGVLARNCGRESHVDVAKSVTSGMGYMHCCLNPLLYAFVGVKFKEQMWMLLMRLGRSDQRGPQRQPSSSRRESSWSETTEASYLGL. (5) The small molecule is O=P(O)(O)O[C@H]1[C@H](O)[C@@H](OP(=O)(O)O)[C@H](OP(=O)(O)O)[C@@H](O)[C@H]1O. The target protein sequence is FICKLIKHTKQLLEENEEKLCIKVLQTLREMMTKDRGYGEKLISIDELDNAELPQAPDSENSTEQELEPSPPLRQLEDHKRGEALRQILVNRYYGNIRPSGRRESLTSFGNGPLSPGGPGKPGGGGGGSGSSSMSRGEMSLAEVQCHLDKEGASNLVIDLIMNASSDRVFHESI. The pIC50 is 10. (6) The drug is Cc1c(C(N)C(=O)OCCCCO)cc(-c2ccc(S(C)(=O)=O)cc2)n1-c1cccc(F)c1. The target protein (Q05769) has sequence MLFRAVLLCAALGLSQAANPCCSNPCQNRGECMSTGFDQYKCDCTRTGFYGENCTTPEFLTRIKLLLKPTPNTVHYILTHFKGVWNIVNNIPFLRSLIMKYVLTSRSYLIDSPPTYNVHYGYKSWEAFSNLSYYTRALPPVADDCPTPMGVKGNKELPDSKEVLEKVLLRREFIPDPQGSNMMFAFFAQHFTHQFFKTDHKRGPGFTRGLGHGVDLNHIYGETLDRQHKLRLFKDGKLKYQVIGGEVYPPTVKDTQVEMIYPPHIPENLQFAVGQEVFGLVPGLMMYATIWLREHNRVCDILKQEHPEWGDEQLFQTSRLILIGETIKIVIEDYVQHLSGYHFKLKFDPELLFNQQFQYQNRIASEFNTLYHWHPLLPDTFNIEDQEYSFKQFLYNNSILLEHGLTQFVESFTRQIAGRVAGGRNVPIAVQAVAKASIDQSREMKYQSLNEYRKRFSLKPYTSFEELTGEKEMAAELKALYSDIDVMELYPALLVEKPRP.... The pIC50 is 5.8. (7) The compound is COc1ccc(/C=C2\Oc3cc(OCCN4CCCC4)ccc3C2=O)cc1OC.Cl. The target protein (P21836) has sequence MRPPWYPLHTPSLAFPLLFLLLSLLGGGARAEGREDPQLLVRVRGGQLRGIRLKAPGGPVSAFLGIPFAEPPVGSRRFMPPEPKRPWSGVLDATTFQNVCYQYVDTLYPGFEGTEMWNPNRELSEDCLYLNVWTPYPRPASPTPVLIWIYGGGFYSGAASLDVYDGRFLAQVEGAVLVSMNYRVGTFGFLALPGSREAPGNVGLLDQRLALQWVQENIAAFGGDPMSVTLFGESAGAASVGMHILSLPSRSLFHRAVLQSGTPNGPWATVSAGEARRRATLLARLVGCPPGGAGGNDTELIACLRTRPAQDLVDHEWHVLPQESIFRFSFVPVVDGDFLSDTPEALINTGDFQDLQVLVGVVKDEGSYFLVYGVPGFSKDNESLISRAQFLAGVRIGVPQASDLAAEAVVLHYTDWLHPEDPTHLRDAMSAVVGDHNVVCPVAQLAGRLAAQGARVYAYIFEHRASTLTWPLWMGVPHGYEIEFIFGLPLDPSLNYTTEE.... The pIC50 is 6.1. (8) The small molecule is CCn1c(CNc2ccccc2)nnc1SCC(=O)Nc1ccc(C#N)cc1. The target protein (Q6PCB7) has sequence MRAPGAGAASVVSLALLWLLGLPWTWSAAAALGVYVGSGGWRFLRIVCKTARRDLFGLSVLIRVRLELRRHQRAGHTIPRIFQAVVQRQPERLALVDAGTGECWTFAQLDAYSNAVANLFRQLGFAPGDVVAIFLEGRPEFVGLWLGLAKAGMEAALLNVNLRREPLAFCLGTSGAKALIFGGEMVAAVAEVSGHLGKSLIKFCSGDLGPEGILPDTHLLDPLLKEASTAPLAQIPSKGMDDRLFYIYTSGTTGLPKAAIVVHSRYYRMAAFGHHAYRMQAADVLYDCLPLYHSAGNIIGVGQCLIYGLTVVLRKKFSASRFWDDCIKYNCTVVQYIGEICRYLLKQPVREAERRHRVRLAVGNGLRPAIWEEFTERFGVRQIGEFYGATECNCSIANMDGKVGSCGFNSRILPHVYPIRLVKVNEDTMELLRDAQGLCIPCQAGEPGLLVGQINQQDPLRRFDGYVSESATSKKIAHSVFSKGDSAYLSGDVLVMDELG.... The pIC50 is 6.0.